From a dataset of Forward reaction prediction with 1.9M reactions from USPTO patents (1976-2016). Predict the product of the given reaction. (1) Given the reactants Cl.[F:2][C:3]([F:34])([F:33])[C:4]1[CH:5]=[C:6]([C@H:14]([O:16][C@H:17]2[CH2:25][CH2:24][C@@H:23]3[C@@H:19]([CH2:20][NH:21][CH2:22]3)[C@@H:18]2[C:26]2[CH:31]=[CH:30][C:29]([F:32])=[CH:28][CH:27]=2)[CH3:15])[CH:7]=[C:8]([C:10]([F:13])([F:12])[F:11])[CH:9]=1.[C:35]1(=O)[CH2:39][CH2:38][C:37](=[O:40])[CH2:36]1.CC1C=CC(S(O)(=O)=O)=CC=1, predict the reaction product. The product is: [F:34][C:3]([F:2])([F:33])[C:4]1[CH:5]=[C:6]([C@H:14]([O:16][C@H:17]2[CH2:25][CH2:24][C@@H:23]3[C@@H:19]([CH2:20][N:21]([C:35]4[CH2:39][CH2:38][C:37](=[O:40])[CH:36]=4)[CH2:22]3)[C@@H:18]2[C:26]2[CH:27]=[CH:28][C:29]([F:32])=[CH:30][CH:31]=2)[CH3:15])[CH:7]=[C:8]([C:10]([F:13])([F:11])[F:12])[CH:9]=1. (2) The product is: [Br:1][C:2]1[C:10]([CH2:11][CH3:12])=[C:9]2[C:5]([C:6]3[CH2:16][CH2:15][O:14][C:13]([CH2:19][C:20]([OH:22])=[O:21])([CH2:17][CH3:18])[C:7]=3[NH:8]2)=[CH:4][CH:3]=1. Given the reactants [Br:1][C:2]1[C:10]([CH2:11][CH3:12])=[C:9]2[C:5]([C:6]3[CH2:16][CH2:15][O:14][C:13]([CH2:19][C:20]([O:22]CC)=[O:21])([CH2:17][CH3:18])[C:7]=3[NH:8]2)=[CH:4][CH:3]=1.O.[OH-].[Li+].O, predict the reaction product.